From a dataset of Catalyst prediction with 721,799 reactions and 888 catalyst types from USPTO. Predict which catalyst facilitates the given reaction. (1) Reactant: Cl[CH2:2][C:3]#[C:4][C:5]1[CH:10]=[CH:9][C:8]([N+:11]([O-:13])=[O:12])=[C:7]([O:14][CH3:15])[CH:6]=1.[CH3:16][N:17]1[CH2:22][CH2:21][NH:20][CH2:19][CH2:18]1. Product: [CH3:16][N:17]1[CH2:22][CH2:21][N:20]([CH2:2][C:3]#[C:4][C:5]2[CH:10]=[CH:9][C:8]([N+:11]([O-:13])=[O:12])=[C:7]([O:14][CH3:15])[CH:6]=2)[CH2:19][CH2:18]1. The catalyst class is: 12. (2) Reactant: [F:1][C:2]([F:21])([F:20])[C:3]1[CH:8]=[CH:7][C:6]([C:9]2[CH:10]=[C:11]3[C:16](=[CH:17][CH:18]=2)[NH:15][C:14](=[O:19])[CH2:13][CH2:12]3)=[CH:5][CH:4]=1.C(=O)([O-])[O-].[K+].[K+].Br[CH2:29][C:30]([O:32][C:33]([CH3:36])([CH3:35])[CH3:34])=[O:31].O. Product: [O:19]=[C:14]1[CH2:13][CH2:12][C:11]2[C:16](=[CH:17][CH:18]=[C:9]([C:6]3[CH:5]=[CH:4][C:3]([C:2]([F:1])([F:20])[F:21])=[CH:8][CH:7]=3)[CH:10]=2)[N:15]1[CH2:29][C:30]([O:32][C:33]([CH3:36])([CH3:35])[CH3:34])=[O:31]. The catalyst class is: 9. (3) Reactant: [Cl:1][C:2]1[C:7]([NH:8][C:9]2[N:14]=[C:13]([NH:15][CH2:16][CH3:17])[C:12]3=[N:18][CH:19]=[C:20]([C:21]#[N:22])[N:11]3[N:10]=2)=[CH:6][C:5]([C:23]#[N:24])=[CH:4][C:3]=1[N:25]1[CH2:30][CH2:29][C@@H:28]([NH:31][C:32](=[O:35])[O:33][CH3:34])[C@H:27]([O:36][CH2:37]SC)[CH2:26]1.C1C(=O)N(I)C(=O)C1.[P:48](=[O:52])([OH:51])([OH:50])[OH:49].[O-]S([O-])(=S)=O.[Na+:58].[Na+].C([O-])([O-])=O.[Na+].[Na+]. Product: [P:48]([O-:52])([O-:51])([O:50][CH2:37][O:36][C@H:27]1[C@H:28]([NH:31][C:32]([O:33][CH3:34])=[O:35])[CH2:29][CH2:30][N:25]([C:3]2[CH:4]=[C:5]([C:23]#[N:24])[CH:6]=[C:7]([NH:8][C:9]3[N:14]=[C:13]([NH:15][CH2:16][CH3:17])[C:12]4=[N:18][CH:19]=[C:20]([C:21]#[N:22])[N:11]4[N:10]=3)[C:2]=2[Cl:1])[CH2:26]1)=[O:49].[Na+:58].[Na+:58]. The catalyst class is: 36. (4) Reactant: [CH2:1]1[CH:6]([NH2:7])[CH2:5][CH2:4][CH:3]([OH:8])[CH2:2]1.[C:9](O[C:9]([O:11][C:12]([CH3:15])([CH3:14])[CH3:13])=[O:10])([O:11][C:12]([CH3:15])([CH3:14])[CH3:13])=[O:10]. Product: [OH:8][C@H:3]1[CH2:4][CH2:5][C@H:6]([NH:7][C:9](=[O:10])[O:11][C:12]([CH3:15])([CH3:14])[CH3:13])[CH2:1][CH2:2]1. The catalyst class is: 10. (5) Reactant: C[O:2][C:3](=[O:43])[C:4]1[CH:9]=[CH:8][C:7]([NH:10][C:11]([C@@H:13]2[NH:17][C@@H:16]([CH2:18][C:19]([CH3:22])([CH3:21])[CH3:20])[C@:15]3([C:30]4[C:25](=[CH:26][C:27]([Cl:31])=[CH:28][CH:29]=4)[NH:24][C:23]3=[O:32])[C@H:14]2[C:33]2[CH:38]=[CH:37][CH:36]=[C:35]([Br:39])[C:34]=2[F:40])=[O:12])=[C:6]([O:41][CH3:42])[CH:5]=1.[OH-].[Na+].Cl. Product: [Br:39][C:35]1[C:34]([F:40])=[C:33]([C@H:14]2[C@H:13]([C:11]([NH:10][C:7]3[CH:8]=[CH:9][C:4]([C:3]([OH:43])=[O:2])=[CH:5][C:6]=3[O:41][CH3:42])=[O:12])[NH:17][C@@H:16]([CH2:18][C:19]([CH3:22])([CH3:21])[CH3:20])[C@@:15]32[C:30]2[C:25](=[CH:26][C:27]([Cl:31])=[CH:28][CH:29]=2)[NH:24][C:23]3=[O:32])[CH:38]=[CH:37][CH:36]=1. The catalyst class is: 200. (6) Reactant: C(N[C:9]([O:11][CH2:12][CH3:13])=[O:10])C1C=CC=CC=1.[F:14][C:15]1[CH:16]=[C:17]([CH:19]=[C:20]([F:35])[C:21]=1[C:22]1[CH2:27][CH2:26][N:25]([CH2:28][C:29]2[CH:34]=[CH:33][CH:32]=[CH:31][CH:30]=2)[CH2:24][CH:23]=1)[NH2:18].[Li]CCCC.[C:41](OC[C@@H]1OC1)(=[O:45])CCC. Product: [OH:45][CH2:41][C@@H:12]1[O:11][C:9](=[O:10])[N:18]([C:17]2[CH:19]=[C:20]([F:35])[C:21]([C:22]3[CH2:27][CH2:26][N:25]([CH2:28][C:29]4[CH:30]=[CH:31][CH:32]=[CH:33][CH:34]=4)[CH2:24][CH:23]=3)=[C:15]([F:14])[CH:16]=2)[CH2:13]1. The catalyst class is: 1.